From a dataset of Reaction yield outcomes from USPTO patents with 853,638 reactions. Predict the reaction yield, written as a fraction of the theoretical maximum amount of product (1.0 means a 100% yield; for example, 0.34 means a 34% yield). (1) The reactants are Br[C:2]1[C:10]2[C:9]([Cl:11])=[N:8][CH:7]=[N:6][C:5]=2[NH:4][CH:3]=1.[Li]CCCC.CN([CH:20]=[O:21])C. The catalyst is C1COCC1. The product is [Cl:11][C:9]1[C:10]2[C:2]([CH:20]=[O:21])=[CH:3][NH:4][C:5]=2[N:6]=[CH:7][N:8]=1. The yield is 0.650. (2) The reactants are [C:1]1([OH:7])[CH:6]=[CH:5][CH:4]=[CH:3][CH:2]=1.C(=O)([O-])[O-].[K+].[K+].[NH2:14][C:15]1[N:16]=[C:17]([N:32]2[CH2:37][CH2:36][N:35]([C:38](=[O:42])[CH:39](Cl)[CH3:40])[CH2:34][CH2:33]2)[C:18]2[N:24]=[C:23]([C:25]3[CH:30]=[CH:29][C:28]([F:31])=[CH:27][CH:26]=3)[CH:22]=[CH:21][C:19]=2[N:20]=1. No catalyst specified. The product is [NH2:14][C:15]1[N:16]=[C:17]([N:32]2[CH2:33][CH2:34][N:35]([C:38](=[O:42])[CH:39]([O:7][C:1]3[CH:6]=[CH:5][CH:4]=[CH:3][CH:2]=3)[CH3:40])[CH2:36][CH2:37]2)[C:18]2[N:24]=[C:23]([C:25]3[CH:26]=[CH:27][C:28]([F:31])=[CH:29][CH:30]=3)[CH:22]=[CH:21][C:19]=2[N:20]=1. The yield is 0.700.